Dataset: Full USPTO retrosynthesis dataset with 1.9M reactions from patents (1976-2016). Task: Predict the reactants needed to synthesize the given product. (1) Given the product [CH3:1][C:2]1[C:3]([NH:17][CH:18]2[CH2:23][CH2:22][NH:21][CH2:20][CH2:19]2)=[N:4][C:5]([NH:9][CH2:10][C:11]2[CH:16]=[CH:15][CH:14]=[CH:13][N:12]=2)=[N:6][C:7]=1[CH3:8], predict the reactants needed to synthesize it. The reactants are: [CH3:1][C:2]1[C:3]([NH:17][CH:18]2[CH2:23][CH2:22][N:21](C(OC(C)(C)C)=O)[CH2:20][CH2:19]2)=[N:4][C:5]([NH:9][CH2:10][C:11]2[CH:16]=[CH:15][CH:14]=[CH:13][N:12]=2)=[N:6][C:7]=1[CH3:8].Cl. (2) The reactants are: [NH2:1][C:2]1[C:3]2[C:10]([C:11]3[CH:16]=[CH:15][CH:14]=[C:13]([O:17][CH2:18][CH:19]4[CH2:23][CH2:22][CH2:21][O:20]4)[CH:12]=3)=[CH:9][N:8]([C@@H:24]3[CH2:27][C@H:26]([CH2:28]O)[CH2:25]3)[C:4]=2[N:5]=[CH:6][N:7]=1.[OH:30][C@H:31]1[CH2:35][CH2:34][NH:33][C@H:32]1[C:36]([NH2:38])=[O:37]. Given the product [NH2:1][C:2]1[C:3]2[C:10]([C:11]3[CH:16]=[CH:15][CH:14]=[C:13]([O:17][CH2:18][CH:19]4[CH2:23][CH2:22][CH2:21][O:20]4)[CH:12]=3)=[CH:9][N:8]([C@@H:24]3[CH2:27][C@H:26]([CH2:28][N:33]4[CH2:34][CH2:35][C@@H:31]([OH:30])[C@H:32]4[C:36]([NH2:38])=[O:37])[CH2:25]3)[C:4]=2[N:5]=[CH:6][N:7]=1, predict the reactants needed to synthesize it. (3) Given the product [CH3:1][NH:2][C@H:3]([C:14]([NH:33][C@H:32]([C:31]([N:30]([C@@H:26]([CH:27]([CH3:28])[CH3:29])/[CH:25]=[C:19](\[CH3:18])/[C:20]([O:22][CH2:23][CH3:24])=[O:21])[CH3:39])=[O:38])[C:34]([CH3:36])([CH3:37])[CH3:35])=[O:16])[C:4]([CH3:12])([CH3:13])[C:5]1[CH:10]=[CH:9][CH:8]=[C:7]([CH3:11])[CH:6]=1.[CH3:1][NH:2][C@@H:3]([C:14]([NH:33][C@H:32]([C:31]([N:30]([C@@H:26]([CH:27]([CH3:29])[CH3:28])/[CH:25]=[C:19](\[CH3:18])/[C:20]([O:22][CH2:23][CH3:24])=[O:21])[CH3:39])=[O:38])[C:34]([CH3:36])([CH3:35])[CH3:37])=[O:15])[C:4]([CH3:13])([CH3:12])[C:5]1[CH:10]=[CH:9][CH:8]=[C:7]([CH3:11])[CH:6]=1, predict the reactants needed to synthesize it. The reactants are: [CH3:1][NH:2][C@H:3]([C:14]([OH:16])=[O:15])[C:4]([CH3:13])([CH3:12])[C:5]1[CH:10]=[CH:9][CH:8]=[C:7]([CH3:11])[CH:6]=1.Cl.[CH3:18]/[C:19](=[CH:25]\[C@@H:26]([N:30]([CH3:39])[C:31](=[O:38])[C@H:32]([C:34]([CH3:37])([CH3:36])[CH3:35])[NH2:33])[CH:27]([CH3:29])[CH3:28])/[C:20]([O:22][CH2:23][CH3:24])=[O:21].F[P-](F)(F)(F)(F)F.N1(O[P+](N2CCCC2)(N2CCCC2)N2CCCC2)C2C=CC=CC=2N=N1.C(N(C(C)C)CC)(C)C. (4) The reactants are: [CH:1]1([C:4]2[CH:5]=[CH:6][C:7]([C:18]([OH:20])=O)=[N:8][C:9]=2[O:10][CH2:11][C:12]2[CH:17]=[CH:16][CH:15]=[CH:14][N:13]=2)[CH2:3][CH2:2]1.[NH2:21][C@@H:22]([CH2:26][CH:27]([CH3:29])[CH3:28])[C:23]([NH2:25])=[O:24]. Given the product [NH2:25][C:23](=[O:24])[C@@H:22]([NH:21][C:18](=[O:20])[C:7]1[CH:6]=[CH:5][C:4]([CH:1]2[CH2:2][CH2:3]2)=[C:9]([O:10][CH2:11][C:12]2[CH:17]=[CH:16][CH:15]=[CH:14][N:13]=2)[N:8]=1)[CH2:26][CH:27]([CH3:29])[CH3:28], predict the reactants needed to synthesize it. (5) Given the product [Cl:37][C:26]1[CH:27]=[C:28]([O:31][CH2:32][CH2:33][CH2:34][CH2:35][CH3:36])[CH:29]=[CH:30][C:25]=1[CH2:24][N:4]1[C:5]2[C:6]([O:7][CH2:8][CH2:9][CH2:10][C:11]([O:13][CH2:14][CH3:15])=[O:12])=[CH:16][CH:17]=[CH:18][C:19]=2[N:20]=[C:1]1[CH3:2], predict the reactants needed to synthesize it. The reactants are: [C:1]([NH:4][C:5]1[C:19]([N+:20]([O-])=O)=[CH:18][CH:17]=[CH:16][C:6]=1[O:7][CH2:8][CH2:9][CH2:10][C:11]([O:13][CH2:14][CH3:15])=[O:12])(=O)[CH3:2].Br[CH2:24][C:25]1[CH:30]=[CH:29][C:28]([O:31][CH2:32][CH2:33][CH2:34][CH2:35][CH3:36])=[CH:27][C:26]=1[Cl:37].C(=O)([O-])[O-].[K+].[K+]. (6) Given the product [CH2:1]([O:8][C:9]1[C:14]([CH3:15])=[CH:13][C:12]([CH2:16][O:17][C:28](=[O:30])[CH3:29])=[C:11]([CH3:18])[CH:10]=1)[C:2]1[CH:7]=[CH:6][CH:5]=[CH:4][CH:3]=1, predict the reactants needed to synthesize it. The reactants are: [CH2:1]([O:8][C:9]1[C:14]([CH3:15])=[CH:13][C:12]([CH2:16][OH:17])=[C:11]([CH3:18])[CH:10]=1)[C:2]1[CH:7]=[CH:6][CH:5]=[CH:4][CH:3]=1.C(N(C(C)C)C(C)C)C.[C:28](OC(=O)C)(=[O:30])[CH3:29]. (7) Given the product [C:25]([O:24][CH:18]([C:17]1[C:12]([C:6]2[CH:7]=[CH:8][C:9]([CH3:11])=[CH:10][C:5]=2[OH:4])=[C:13]2[C:32]3[CH2:33][CH2:34][CH2:35][CH2:36][C:31]=3[S:30][C:14]2=[N:15][C:16]=1[CH3:29])[C:19]([O:21][CH2:22][CH3:23])=[O:20])([CH3:28])([CH3:26])[CH3:27], predict the reactants needed to synthesize it. The reactants are: C([O:4][C:5]1[CH:10]=[C:9]([CH3:11])[CH:8]=[CH:7][C:6]=1[C:12]1[C:17]([CH:18]([O:24][C:25]([CH3:28])([CH3:27])[CH3:26])[C:19]([O:21][CH2:22][CH3:23])=[O:20])=[C:16]([CH3:29])[N:15]=[C:14]2[S:30][C:31]3[CH2:36][CH2:35][CH2:34][CH2:33][C:32]=3[C:13]=12)C=C.CN1C(=O)CC(=O)N(C)C1=O. (8) Given the product [OH:32][N:31]=[C:8]([C:6]1[CH:5]=[CH:4][C:3](=[O:29])[N:2]([CH3:1])[CH:7]=1)[CH2:9][C@H:10]([C:18]1[CH:19]=[CH:20][C:21]([S:24]([CH3:27])(=[O:26])=[O:25])=[CH:22][CH:23]=1)[C:11]1[CH:16]=[CH:15][CH:14]=[CH:13][C:12]=1[CH3:17], predict the reactants needed to synthesize it. The reactants are: [CH3:1][N:2]1[CH:7]=[C:6]([C:8](=O)[CH2:9][C@H:10]([C:18]2[CH:23]=[CH:22][C:21]([S:24]([CH3:27])(=[O:26])=[O:25])=[CH:20][CH:19]=2)[C:11]2[CH:16]=[CH:15][CH:14]=[CH:13][C:12]=2[CH3:17])[CH:5]=[CH:4][C:3]1=[O:29].Cl.[NH2:31][OH:32].C(=O)([O-])O.[Na+].